Dataset: Reaction yield outcomes from USPTO patents with 853,638 reactions. Task: Predict the reaction yield, written as a fraction of the theoretical maximum amount of product (1.0 means a 100% yield; for example, 0.34 means a 34% yield). (1) The reactants are [CH3:1][O:2][C:3]1[C:4]([S:15]([C:18]2[CH:19]=[CH:20][C:21]([CH2:24][OH:25])=[N:22][CH:23]=2)(=[O:17])=[O:16])=[CH:5][C:6]2[CH2:12][CH2:11][N:10]([CH3:13])[CH2:9][CH2:8][C:7]=2[CH:14]=1.[F:26][C:27]1[CH:28]=[C:29](O)[CH:30]=[CH:31][C:32]=1[F:33].C1(P(C2C=CC=CC=2)C2C=CC=CC=2)C=CC=CC=1.N(C(OC(C)C)=O)=NC(OC(C)C)=O. The catalyst is C1COCC1.O. The product is [F:26][C:27]1[CH:28]=[C:29]([CH:30]=[CH:31][C:32]=1[F:33])[O:25][CH2:24][C:21]1[N:22]=[CH:23][C:18]([S:15]([C:4]2[C:3]([O:2][CH3:1])=[CH:14][C:7]3[CH2:8][CH2:9][N:10]([CH3:13])[CH2:11][CH2:12][C:6]=3[CH:5]=2)(=[O:17])=[O:16])=[CH:19][CH:20]=1. The yield is 0.430. (2) The catalyst is O.[C-]#N.[Zn+2].[C-]#N.C1C=CC(/C=C/C(/C=C/C2C=CC=CC=2)=O)=CC=1.C1C=CC(/C=C/C(/C=C/C2C=CC=CC=2)=O)=CC=1.C1C=CC(/C=C/C(/C=C/C2C=CC=CC=2)=O)=CC=1.[Pd].[Pd].C1(P(C2C=CC=CC=2)[C-]2C=CC=C2)C=CC=CC=1.[C-]1(P(C2C=CC=CC=2)C2C=CC=CC=2)C=CC=C1.[Fe+2]. The product is [NH2:18][C:3]1[C:2]([C:26]([NH2:24])=[O:27])=[N:7][CH:6]=[C:5]([C:8]2[C:13]([C:14]([F:17])([F:16])[F:15])=[CH:12][CH:11]=[CH:10][N:9]=2)[CH:4]=1. The reactants are Cl[C:2]1[N:7]=[CH:6][C:5]([C:8]2[C:13]([C:14]([F:17])([F:16])[F:15])=[CH:12][CH:11]=[CH:10][N:9]=2)=[CH:4][C:3]=1[NH2:18].[Cl-].[NH4+].[OH-].[NH4+].C[N:24]([CH:26]=[O:27])C. The yield is 0.900. (3) The reactants are C(=O)([O-])[O-].[Cs+].[Cs+].[OH:7][C:8]1[CH:15]=[C:14]([CH3:16])[C:11]([C:12]#[N:13])=[C:10]([CH3:17])[CH:9]=1.Br[CH2:19][C:20]([CH:22]1[CH2:24][CH2:23]1)=[O:21]. The catalyst is CC(C)=O. The product is [CH:22]1([C:20](=[O:21])[CH2:19][O:7][C:8]2[CH:9]=[C:10]([CH3:17])[C:11]([C:12]#[N:13])=[C:14]([CH3:16])[CH:15]=2)[CH2:24][CH2:23]1. The yield is 0.640. (4) The reactants are [NH2:1][C:2]1[CH:10]=[CH:9][CH:8]=[C:7]([CH2:11][NH:12][C:13]([O:15][C:16]([CH3:19])([CH3:18])[CH3:17])=[O:14])[C:3]=1[C:4]([OH:6])=O.N1[CH:24]=[CH:23]N=C1.C(Cl)(=O)C.Cl.[NH2:30][CH:31]1[CH2:36][CH2:35][C:34](=[O:37])[NH:33][C:32]1=[O:38].P(OC1C=CC=CC=1)(OC1C=CC=CC=1)OC1C=CC=CC=1. The catalyst is C(#N)C.O. The product is [C:16]([O:15][C:13](=[O:14])[NH:12][CH2:11][C:7]1[CH:8]=[CH:9][CH:10]=[C:2]2[C:3]=1[C:4](=[O:6])[N:30]([CH:31]1[CH2:36][CH2:35][C:34](=[O:37])[NH:33][C:32]1=[O:38])[C:23]([CH3:24])=[N:1]2)([CH3:19])([CH3:18])[CH3:17]. The yield is 0.540. (5) The product is [N+:1]([C:4]1[CH:8]=[CH:7][N:6]([CH2:9][CH2:10][NH2:11])[N:5]=1)([O-:3])=[O:2]. The reactants are [N+:1]([C:4]1[CH:8]=[CH:7][N:6]([CH2:9][CH2:10][N:11]2C(=O)C3C(=CC=CC=3)C2=O)[N:5]=1)([O-:3])=[O:2].O.NN. The catalyst is C(O)C. The yield is 0.800. (6) The reactants are [H-].[H-].[H-].[H-].[Li+].[Al+3].[CH:7]([N:10]1[CH2:15][CH2:14][N:13]([C:16]2[N:21]=[CH:20][C:19]([C:22]3[CH:29]=[CH:28][C:25]([C:26]#[N:27])=[CH:24][CH:23]=3)=[CH:18][CH:17]=2)[CH2:12][CH2:11]1)([CH3:9])[CH3:8].[OH-].[Na+]. The catalyst is C1COCC1. The product is [CH:7]([N:10]1[CH2:11][CH2:12][N:13]([C:16]2[N:21]=[CH:20][C:19]([C:22]3[CH:29]=[CH:28][C:25]([CH2:26][NH2:27])=[CH:24][CH:23]=3)=[CH:18][CH:17]=2)[CH2:14][CH2:15]1)([CH3:9])[CH3:8]. The yield is 1.00. (7) The reactants are [CH3:1][C:2]1([CH3:14])[C:6]([CH3:8])([CH3:7])[O:5][B:4]([C:9]2[CH:10]=[N:11][NH:12][CH:13]=2)[O:3]1.[OH-].[K+].Br[CH2:18][CH2:19][O:20][CH3:21]. The catalyst is C(O)C. The product is [CH3:21][O:20][CH2:19][CH2:18][N:12]1[CH:13]=[C:9]([B:4]2[O:5][C:6]([CH3:7])([CH3:8])[C:2]([CH3:14])([CH3:1])[O:3]2)[CH:10]=[N:11]1. The yield is 0.200.